From a dataset of Forward reaction prediction with 1.9M reactions from USPTO patents (1976-2016). Predict the product of the given reaction. (1) Given the reactants [Br:1][C:2]1[CH:3]=[C:4]([CH:8]=[CH:9][C:10]=1[C:11]([N:13]1[CH2:17][CH:16]=[CH:15][CH2:14]1)=[O:12])[C:5]([OH:7])=O.CN(C(ON1N=NC2C=CC=CC1=2)=[N+](C)C)C.[B-](F)(F)(F)F.C(N(C(C)C)CC)(C)C.[Cl:49][C:50]1[CH:63]=[CH:62][C:53]2[NH:54][C:55]([C@@H:57]([NH2:61])[CH2:58][CH2:59][CH3:60])=[N:56][C:52]=2[CH:51]=1.BrCl, predict the reaction product. The product is: [Br:1][C:2]1[CH:3]=[C:4]([CH:8]=[CH:9][C:10]=1[C:11]([N:13]1[CH2:17][CH:16]=[CH:15][CH2:14]1)=[O:12])[C:5]([NH:61][C@H:57]([C:55]1[NH:54][C:53]2[CH:62]=[CH:63][C:50]([Cl:49])=[CH:51][C:52]=2[N:56]=1)[CH2:58][CH2:59][CH3:60])=[O:7]. (2) Given the reactants Br[C:2]1[CH:3]=[C:4]([NH:10][C:11]2[CH:20]=[C:14]3[CH2:15][N:16]([CH3:19])[CH2:17][CH2:18][N:13]3[N:12]=2)[C:5](=[O:9])[N:6]([CH3:8])[CH:7]=1.[B:21]1([B:21]2[O:25][C:24]([CH3:27])([CH3:26])[C:23]([CH3:29])([CH3:28])[O:22]2)[O:25][C:24]([CH3:27])([CH3:26])[C:23]([CH3:29])([CH3:28])[O:22]1.CC(C1C=C(C(C)C)C(C2C=CC=CC=2P(C2CCCCC2)C2CCCCC2)=C(C(C)C)C=1)C.C([O-])(=O)C.[K+], predict the reaction product. The product is: [CH3:8][N:6]1[CH:7]=[C:2]([B:21]2[O:25][C:24]([CH3:27])([CH3:26])[C:23]([CH3:29])([CH3:28])[O:22]2)[CH:3]=[C:4]([NH:10][C:11]2[CH:20]=[C:14]3[CH2:15][N:16]([CH3:19])[CH2:17][CH2:18][N:13]3[N:12]=2)[C:5]1=[O:9].